This data is from Peptide-MHC class I binding affinity with 185,985 pairs from IEDB/IMGT. The task is: Regression. Given a peptide amino acid sequence and an MHC pseudo amino acid sequence, predict their binding affinity value. This is MHC class I binding data. The MHC is HLA-B18:01 with pseudo-sequence HLA-B18:01. The binding affinity (normalized) is 0.0847. The peptide sequence is IFLKPEETF.